Dataset: Peptide-MHC class I binding affinity with 185,985 pairs from IEDB/IMGT. Task: Regression. Given a peptide amino acid sequence and an MHC pseudo amino acid sequence, predict their binding affinity value. This is MHC class I binding data. (1) The peptide sequence is TVIKTLLEV. The MHC is HLA-A02:06 with pseudo-sequence HLA-A02:06. The binding affinity (normalized) is 0.740. (2) The peptide sequence is RMMATKDSF. The MHC is HLA-B27:03 with pseudo-sequence HLA-B27:03. The binding affinity (normalized) is 0.0847. (3) The peptide sequence is GMPEGDLVYV. The MHC is HLA-A02:07 with pseudo-sequence HLA-A02:07. The binding affinity (normalized) is 0.331. (4) The peptide sequence is VTGCASLYV. The MHC is HLA-A02:01 with pseudo-sequence HLA-A02:01. The binding affinity (normalized) is 0.644. (5) The peptide sequence is IRSAEVVSR. The MHC is HLA-A25:01 with pseudo-sequence HLA-A25:01. The binding affinity (normalized) is 0.0847. (6) The peptide sequence is VFTDISMSLY. The MHC is HLA-A33:01 with pseudo-sequence HLA-A33:01. The binding affinity (normalized) is 0.185. (7) The peptide sequence is AIKPITDQF. The MHC is HLA-A26:01 with pseudo-sequence HLA-A26:01. The binding affinity (normalized) is 0.0847.